The task is: Predict which catalyst facilitates the given reaction.. This data is from Catalyst prediction with 721,799 reactions and 888 catalyst types from USPTO. (1) Reactant: Cl.[CH3:2][N:3]1[CH:7]=[C:6]([C:8]2[N:13]=[C:12]([C:14]3[CH:15]=[N:16][N:17]([C:19]4([CH2:23][C:24]#[N:25])[CH2:22][NH:21][CH2:20]4)[CH:18]=3)[N:11]3[CH:26]=[CH:27][N:28]=[C:10]3[CH:9]=2)[CH:5]=[N:4]1.C(O[C:32]1(O[Si](C)(C)C)[CH2:34][CH2:33]1)C.C([BH3-])#N.[Na+]. Product: [CH:32]1([N:21]2[CH2:22][C:19]([CH2:23][C:24]#[N:25])([N:17]3[CH:18]=[C:14]([C:12]4[N:11]5[CH:26]=[CH:27][N:28]=[C:10]5[CH:9]=[C:8]([C:6]5[CH:5]=[N:4][N:3]([CH3:2])[CH:7]=5)[N:13]=4)[CH:15]=[N:16]3)[CH2:20]2)[CH2:34][CH2:33]1. The catalyst class is: 130. (2) Reactant: [F:1][C:2]([F:12])([F:11])[C:3]1[CH:10]=[CH:9][C:6]([CH2:7][OH:8])=[CH:5][CH:4]=1.[H-].[Na+].Cl[C:16]1[CH:21]=[CH:20][N+:19]([O-:22])=[CH:18][CH:17]=1. Product: [F:1][C:2]([F:11])([F:12])[C:3]1[CH:10]=[CH:9][C:6]([CH2:7][O:8][C:16]2[CH:21]=[CH:20][N+:19]([O-:22])=[CH:18][CH:17]=2)=[CH:5][CH:4]=1. The catalyst class is: 85. (3) Reactant: Cl.[NH:2]1[CH2:7][CH2:6][C:5](=[O:8])[CH2:4][CH2:3]1.CCN(CC)CC.Cl[C:17]1[S:21][N:20]=[C:19]([CH3:22])[N:18]=1. Product: [CH3:22][C:19]1[N:18]=[C:17]([N:2]2[CH2:7][CH2:6][C:5](=[O:8])[CH2:4][CH2:3]2)[S:21][N:20]=1. The catalyst class is: 14. (4) Reactant: [C:1]([C:3]1[CH:8]=[CH:7][C:6]([NH:9][C:10]([CH:12]2[NH:16][CH:15]([CH2:17][C:18]([CH3:21])([CH3:20])[CH3:19])[C:14]3([C:29]4[C:24](=[CH:25][C:26]([Cl:30])=[CH:27][CH:28]=4)[NH:23][C:22]3=[O:31])[CH:13]2[C:32]2[CH:37]=[CH:36][CH:35]=[C:34]([Br:38])[C:33]=2[F:39])=[O:11])=[CH:5][CH:4]=1)#[N:2].[OH:40]O.[OH-].[Na+]. Product: [C:1]([C:3]1[CH:4]=[CH:5][C:6]([NH:9][C:10]([CH:12]2[NH:16][CH:15]([CH2:17][C:18]([CH3:21])([CH3:20])[CH3:19])[C:14]3([C:29]4[C:24](=[CH:25][C:26]([Cl:30])=[CH:27][CH:28]=4)[NH:23][C:22]3=[O:31])[CH:13]2[C:32]2[CH:37]=[CH:36][CH:35]=[C:34]([Br:38])[C:33]=2[F:39])=[O:11])=[CH:7][CH:8]=1)(=[O:40])[NH2:2]. The catalyst class is: 16. (5) Reactant: [Cl:1][C:2]1[CH:7]=[CH:6][C:5]([N:8]2[CH2:13][CH2:12][O:11][CH2:10][CH2:9]2)=[CH:4][C:3]=1[N:14]1[CH2:19][CH2:18][N:17](C(OC(C)(C)C)=O)[CH2:16][C:15]1=[O:27].FC(F)(F)C(O)=O. Product: [Cl:1][C:2]1[CH:7]=[CH:6][C:5]([N:8]2[CH2:13][CH2:12][O:11][CH2:10][CH2:9]2)=[CH:4][C:3]=1[N:14]1[CH2:19][CH2:18][NH:17][CH2:16][C:15]1=[O:27]. The catalyst class is: 4.